This data is from Aqueous solubility values for 9,982 compounds from the AqSolDB database. The task is: Regression/Classification. Given a drug SMILES string, predict its absorption, distribution, metabolism, or excretion properties. Task type varies by dataset: regression for continuous measurements (e.g., permeability, clearance, half-life) or binary classification for categorical outcomes (e.g., BBB penetration, CYP inhibition). For this dataset (solubility_aqsoldb), we predict Y. (1) The compound is CCCCCCCCC(=O)OCC. The Y is -3.80 log mol/L. (2) The molecule is CC1(C)CCC2(CCC(C)(C)O2)O1. The Y is -1.96 log mol/L. (3) The compound is C1OCOCO1. The Y is 0.372 log mol/L.